From a dataset of Reaction yield outcomes from USPTO patents with 853,638 reactions. Predict the reaction yield, written as a fraction of the theoretical maximum amount of product (1.0 means a 100% yield; for example, 0.34 means a 34% yield). The reactants are C(C1C=CC=CN=1)(=O)C.[I-].BrC1N=C(C(=O)C[N+]2C=CC=CC=2)C=CC=1.[C:27]1([C:52]2[CH:57]=[CH:56][CH:55]=[CH:54][CH:53]=2)[CH:32]=[CH:31][CH:30]=[CH:29][C:28]=1[C:33]1[CH:38]=[C:37]([C:39]2[CH:44]=[CH:43][CH:42]=[CH:41][N:40]=2)[N:36]=[C:35]([C:45]2[CH:50]=[CH:49][CH:48]=[C:47](Br)[N:46]=2)[CH:34]=1.[CH:58]1[C:70]2[C:69]3[CH:68]=[CH:67][CH:66]=[CH:65][C:64]=3[NH:63][C:62]=2[CH:61]=[CH:60][N:59]=1.C(=O)([O-])[O-].[K+].[K+]. The catalyst is C(Cl)(Cl)Cl.[Cu].ClC1C=CC=CC=1Cl.CS(C)=O. The product is [C:27]1([C:52]2[CH:57]=[CH:56][CH:55]=[CH:54][CH:53]=2)[CH:32]=[CH:31][CH:30]=[CH:29][C:28]=1[C:33]1[CH:38]=[C:37]([C:39]2[CH:44]=[CH:43][CH:42]=[CH:41][N:40]=2)[N:36]=[C:35]([C:45]2[CH:50]=[CH:49][CH:48]=[C:47]([N:63]3[C:64]4[CH:65]=[CH:66][CH:67]=[CH:68][C:69]=4[C:70]4[CH:58]=[N:59][CH:60]=[CH:61][C:62]3=4)[N:46]=2)[CH:34]=1. The yield is 0.460.